The task is: Predict the product of the given reaction.. This data is from Forward reaction prediction with 1.9M reactions from USPTO patents (1976-2016). (1) Given the reactants [O:1]1[CH2:6][CH2:5][N:4]([CH2:7][CH2:8][O:9][C:10]2[CH:15]=[CH:14][N:13]=[C:12]([NH2:16])[CH:11]=2)[CH2:3][CH2:2]1.Cl[CH:18]([CH:24]=O)[C:19]([O:21][CH2:22][CH3:23])=[O:20], predict the reaction product. The product is: [O:1]1[CH2:6][CH2:5][N:4]([CH2:7][CH2:8][O:9][C:10]2[CH:15]=[CH:14][N:13]3[C:18]([C:19]([O:21][CH2:22][CH3:23])=[O:20])=[CH:24][N:16]=[C:12]3[CH:11]=2)[CH2:3][CH2:2]1. (2) Given the reactants [NH2:1][C:2](=[N:13][OH:14])[C:3]1[CH:4]=[C:5]([CH:10]=[CH:11][CH:12]=1)C(OC)=O.[F:15]C1C=CC=CC=1C#N, predict the reaction product. The product is: [F:15][C:12]1[CH:11]=[CH:10][CH:5]=[CH:4][C:3]=1[C:2](=[NH:1])[NH:13][OH:14]. (3) Given the reactants [C:1](=O)([O-:3])N.C1N=C(Cl)C2N=CN([C@@H:15]3[O:19][C@H:18]([CH2:20]O)[C@@H:17](O)[C@H]3O)C=2N=1, predict the reaction product. The product is: [CH2-:17][C:18]([CH3:20])=[O:19].[CH3:1][O:3][C:18]([O:19][CH3:15])([CH3:17])[CH3:20].